This data is from Full USPTO retrosynthesis dataset with 1.9M reactions from patents (1976-2016). The task is: Predict the reactants needed to synthesize the given product. (1) Given the product [Cl:12][C:13]1[CH:14]=[CH:15][C:16]([OH:21])=[C:17]([C:18]2[NH:1][N:2]=[C:3]([C:5]3[CH:10]=[CH:9][CH:8]=[C:7]([CH3:11])[N:6]=3)[N:4]=2)[CH:20]=1, predict the reactants needed to synthesize it. The reactants are: [NH2:1][NH:2][C:3]([C:5]1[CH:10]=[CH:9][CH:8]=[C:7]([CH3:11])[N:6]=1)=[NH:4].[Cl:12][C:13]1[CH:14]=[CH:15][C:16]([OH:21])=[C:17]([CH:20]=1)[CH:18]=O. (2) Given the product [Br:15][C:8]1[CH:7]=[C:6]2[C:11]([C:12]3[CH:13]=[CH:14][C:2]([C:29]4[CH:30]=[C:25]([CH:26]=[CH:27][CH:28]=4)[N:24]([C:34]4[CH:35]=[CH:36][CH:37]=[CH:38][CH:39]=4)[C:18]4[CH:23]=[CH:22][CH:21]=[CH:20][CH:19]=4)=[CH:3][C:4]=3[C:5]2([CH3:16])[CH3:17])=[CH:10][CH:9]=1, predict the reactants needed to synthesize it. The reactants are: Br[C:2]1[CH:14]=[CH:13][C:12]2[C:11]3[C:6](=[CH:7][C:8]([Br:15])=[CH:9][CH:10]=3)[C:5]([CH3:17])([CH3:16])[C:4]=2[CH:3]=1.[C:18]1([N:24]([C:34]2[CH:39]=[CH:38][CH:37]=[CH:36][CH:35]=2)[C:25]2[CH:26]=[C:27](B(O)O)[CH:28]=[CH:29][CH:30]=2)[CH:23]=[CH:22][CH:21]=[CH:20][CH:19]=1.C([O-])([O-])=O.[K+].[K+]. (3) Given the product [O:4]1[C:8]([C:9]2[CH:14]=[CH:13][C:12]([NH:15][N:16]=[CH:17][C:18]3[CH:19]=[CH:20][C:21]([N:24]4[CH2:25][CH2:26][NH:27][CH2:28][CH2:29]4)=[CH:22][CH:23]=3)=[CH:11][CH:10]=2)=[CH:7][N:6]=[CH:5]1, predict the reactants needed to synthesize it. The reactants are: Cl.CO.[O:4]1[C:8]([C:9]2[CH:14]=[CH:13][C:12]([NH:15][N:16]=[CH:17][C:18]3[CH:23]=[CH:22][C:21]([N:24]4[CH2:29][CH2:28][N:27](C(OC(C)(C)C)=O)[CH2:26][CH2:25]4)=[CH:20][CH:19]=3)=[CH:11][CH:10]=2)=[CH:7][N:6]=[CH:5]1. (4) Given the product [Cl:31][C:25]1[C:24]([CH3:32])=[C:23]([N:22]2[CH2:21][C@@H:9]3[C@H:10]([OH:13])[CH2:11][CH2:12][N:8]3[C:6]2=[O:5])[CH:28]=[CH:27][C:26]=1[C:29]#[N:30], predict the reactants needed to synthesize it. The reactants are: C([O:5][C:6]([N:8]1[CH2:12][CH2:11][C@@H:10]([O:13][Si](C(C)(C)C)(C)C)[C@H:9]1[CH2:21][NH:22][C:23]1[CH:28]=[CH:27][C:26]([C:29]#[N:30])=[C:25]([Cl:31])[C:24]=1[CH3:32])=O)(C)(C)C.C(N1C=CN=C1)(N1C=CN=C1)=O.C1CCN2C(=NCCC2)CC1. (5) Given the product [Cl:1][C:2]1[N:6]2[CH:7]=[C:8]([CH:15]([CH3:17])[CH3:16])[CH:9]=[C:10]([C:11]([F:14])([F:13])[F:12])[C:5]2=[N:4][C:3]=1[C:18]([N:20]1[CH2:25][CH2:24][CH:23]([N:26]2[CH2:30][CH2:29][O:28][C:27]2=[O:31])[CH2:22][CH2:21]1)=[O:19], predict the reactants needed to synthesize it. The reactants are: [Cl:1][C:2]1[N:6]2[CH:7]=[C:8]([C:15]([CH3:17])=[CH2:16])[CH:9]=[C:10]([C:11]([F:14])([F:13])[F:12])[C:5]2=[N:4][C:3]=1[C:18]([N:20]1[CH2:25][CH2:24][CH:23]([N:26]2[CH2:30][CH2:29][O:28][C:27]2=[O:31])[CH2:22][CH2:21]1)=[O:19].C1(SC2C=CC=CC=2)C=CC=CC=1.[H][H]. (6) Given the product [F:25][C:22]1[CH:23]=[CH:24][C:19](/[CH:18]=[CH:17]/[C:16]2[C:10]3[C:11](=[CH:12][N:13]=[C:8]([NH2:7])[CH:9]=3)[NH:14][N:15]=2)=[CH:20][CH:21]=1, predict the reactants needed to synthesize it. The reactants are: C(OC(=O)[NH:7][C:8]1[CH:9]=[C:10]2[C:16](/[CH:17]=[CH:18]/[C:19]3[CH:24]=[CH:23][C:22]([F:25])=[CH:21][CH:20]=3)=[N:15][N:14](C(C3C=CC=CC=3)(C3C=CC=CC=3)C3C=CC=CC=3)[C:11]2=[CH:12][N:13]=1)(C)(C)C.FC(F)(F)C(O)=O.